From a dataset of Catalyst prediction with 721,799 reactions and 888 catalyst types from USPTO. Predict which catalyst facilitates the given reaction. (1) Reactant: [NH2:1][C:2]1[N:7]=[C:6]([C:8]2[CH:16]=[CH:15][C:11]3[O:12][CH2:13][O:14][C:10]=3[CH:9]=2)[C:5]([C:17]#[N:18])=[C:4](SC)[N:3]=1.[CH2:21]([NH2:28])[C:22]1[CH:27]=[CH:26][CH:25]=[CH:24][CH:23]=1. Product: [NH2:1][C:2]1[N:7]=[C:6]([C:8]2[CH:16]=[CH:15][C:11]3[O:12][CH2:13][O:14][C:10]=3[CH:9]=2)[C:5]([C:17]#[N:18])=[C:4]([NH:28][CH2:21][C:22]2[CH:27]=[CH:26][CH:25]=[CH:24][CH:23]=2)[N:3]=1. The catalyst class is: 8. (2) Reactant: [NH2:1][C:2]1[S:3][C@H:4]2[O:10][C@H:9]([CH2:11][OH:12])[C@@H:8]([OH:13])[C@H:7]([OH:14])[C@H:5]2[N:6]=1.[C:15](Cl)(=[O:22])[C:16]1[CH:21]=[CH:20][CH:19]=[CH:18][CH:17]=1. Product: [OH:13][C@@H:8]1[C@@H:9]([CH2:11][OH:12])[O:10][C@H:4]2[C@H:5]([N:6]=[C:2]([NH:1][C:15](=[O:22])[C:16]3[CH:21]=[CH:20][CH:19]=[CH:18][CH:17]=3)[S:3]2)[C@H:7]1[OH:14]. The catalyst class is: 554. (3) Reactant: C[O:2][C:3]([C:5]1[CH:10]=[CH:9][C:8]([O:11][CH2:12][C:13]([F:18])([F:17])[CH:14]([F:16])[F:15])=[CH:7][N:6]=1)=[O:4].[OH-].[Li+].Cl. Product: [F:18][C:13]([F:17])([CH:14]([F:16])[F:15])[CH2:12][O:11][C:8]1[CH:9]=[CH:10][C:5]([C:3]([OH:4])=[O:2])=[N:6][CH:7]=1. The catalyst class is: 20. (4) Reactant: [OH:1][C@:2]12[CH2:26][C@@H:25]([OH:27])[CH2:24][CH2:23][C@:22]1([CH3:28])[C@@H:21]1[C@H:5]([C@H:6]3[C@:18]([CH3:29])([CH2:19][CH2:20]1)[C@@H:9]([C@H:10]([CH3:17])[CH2:11][CH2:12][CH2:13][CH:14]([CH3:16])[CH3:15])[CH2:8][CH2:7]3)[CH2:4][C@H:3]2[NH:30][CH2:31][CH2:32][C:33]1[N:34]=[CH:35][NH:36][CH:37]=1.[C:38]1([S:44]([OH:47])(=[O:46])=[O:45])[CH:43]=[CH:42][CH:41]=[CH:40][CH:39]=1. Product: [OH:1][C@:2]12[CH2:26][C@@H:25]([OH:27])[CH2:24][CH2:23][C@:22]1([CH3:28])[C@@H:21]1[C@H:5]([C@H:6]3[C@:18]([CH3:29])([CH2:19][CH2:20]1)[C@@H:9]([C@H:10]([CH3:17])[CH2:11][CH2:12][CH2:13][CH:14]([CH3:16])[CH3:15])[CH2:8][CH2:7]3)[CH2:4][C@H:3]2[NH:30][CH2:31][CH2:32][C:33]1[N:34]=[CH:35][NH:36][CH:37]=1.[C:38]1([S:44]([O-:47])(=[O:46])=[O:45])[CH:43]=[CH:42][CH:41]=[CH:40][CH:39]=1. The catalyst class is: 11.